Dataset: Reaction yield outcomes from USPTO patents with 853,638 reactions. Task: Predict the reaction yield, written as a fraction of the theoretical maximum amount of product (1.0 means a 100% yield; for example, 0.34 means a 34% yield). (1) The reactants are [Br:1][C:2]1[CH:10]=[C:9]([C:11]([OH:13])=[O:12])[CH:8]=[CH:7][C:3]=1[C:4]([OH:6])=[O:5].OS(O)(=O)=O.[N+:19]([O-])([OH:21])=[O:20]. No catalyst specified. The product is [Br:1][C:2]1[CH:10]=[C:9]([C:11]([OH:13])=[O:12])[C:8]([N+:19]([O-:21])=[O:20])=[CH:7][C:3]=1[C:4]([OH:6])=[O:5]. The yield is 0.640. (2) The reactants are [Br:1][C:2]1[CH:7]=[CH:6][C:5]([OH:8])=[C:4]([F:9])[CH:3]=1.O[CH:11]1[CH2:16][CH2:15][N:14]([C:17]([O:19][C:20]([CH3:23])([CH3:22])[CH3:21])=[O:18])[CH2:13][CH2:12]1.C1(P(C2C=CC=CC=2)C2C=CC=CC=2)C=CC=CC=1.CC(OC(/N=N/C(OC(C)C)=O)=O)C. The catalyst is C1COCC1. The product is [Br:1][C:2]1[CH:7]=[CH:6][C:5]([O:8][CH:11]2[CH2:16][CH2:15][N:14]([C:17]([O:19][C:20]([CH3:23])([CH3:22])[CH3:21])=[O:18])[CH2:13][CH2:12]2)=[C:4]([F:9])[CH:3]=1. The yield is 0.380. (3) The reactants are [C:1]([C:4]1[CH:20]=[CH:19][C:7]([O:8][C:9]2[CH:10]=[CH:11][C:12]3[B:16]([OH:17])[O:15][CH2:14][C:13]=3[CH:18]=2)=[C:6]([OH:21])[CH:5]=1)([OH:3])=[O:2].S(=O)(=O)(O)O.O.[CH2:28](O)[CH3:29]. No catalyst specified. The product is [CH2:28]([O:2][C:1]([C:4]1[CH:20]=[CH:19][C:7]([O:8][C:9]2[CH:10]=[CH:11][C:12]3[B:16]([OH:17])[O:15][CH2:14][C:13]=3[CH:18]=2)=[C:6]([OH:21])[CH:5]=1)=[O:3])[CH3:29]. The yield is 0.770. (4) The reactants are [CH2:1]([CH:4]([CH2:10][CH2:11][CH3:12])[CH2:5][CH2:6][CH2:7][CH:8]=[CH2:9])[CH2:2][CH3:3].ClC1C=C(C=CC=1)C(OO)=[O:18]. The catalyst is ClCCl. The product is [CH2:10]([CH:4]([CH2:1][CH2:2][CH3:3])[CH2:5][CH2:6][CH2:7][CH:8]1[CH2:9][O:18]1)[CH2:11][CH3:12]. The yield is 0.880.